Dataset: Catalyst prediction with 721,799 reactions and 888 catalyst types from USPTO. Task: Predict which catalyst facilitates the given reaction. (1) Reactant: [C:1]1([S:7]([N:10]2[C:14]3=[N:15][CH:16]=[C:17]([O:19][CH3:20])[CH:18]=[C:13]3[CH:12]=[CH:11]2)(=[O:9])=[O:8])[CH:6]=[CH:5][CH:4]=[CH:3][CH:2]=1.C([N-][CH:25]([CH3:27])[CH3:26])(C)C.[Li+].C([Li])C[CH2:31][CH3:32].CCCCCC.C(NC(C)C)(C)C.[CH:47]1([CH:52]=[O:53])CCCC1. Product: [C:1]1([S:7]([N:10]2[C:14]3=[N:15][CH:16]=[C:17]([O:19][CH3:20])[CH:18]=[C:13]3[CH:12]=[C:11]2[CH:52]([OH:53])[CH2:47][CH:26]2[CH2:25][CH2:27][CH2:32][CH2:31]2)(=[O:8])=[O:9])[CH:6]=[CH:5][CH:4]=[CH:3][CH:2]=1. The catalyst class is: 7. (2) Reactant: [OH:1][C:2]1[C:11]([CH3:12])=[CH:10][CH:9]=[CH:8][C:3]=1[C:4]([O:6][CH3:7])=[O:5].[H-].[Na+].[CH2:15]([O:19][C:20]1[CH:25]=[CH:24][C:23]([S:26](Cl)(=[O:28])=[O:27])=[CH:22][CH:21]=1)[C:16]#[C:17][CH3:18]. Product: [CH2:15]([O:19][C:20]1[CH:25]=[CH:24][C:23]([S:26]([O:1][C:2]2[C:11]([CH3:12])=[CH:10][CH:9]=[CH:8][C:3]=2[C:4]([O:6][CH3:7])=[O:5])(=[O:28])=[O:27])=[CH:22][CH:21]=1)[C:16]#[C:17][CH3:18]. The catalyst class is: 7.